From a dataset of Reaction yield outcomes from USPTO patents with 853,638 reactions. Predict the reaction yield, written as a fraction of the theoretical maximum amount of product (1.0 means a 100% yield; for example, 0.34 means a 34% yield). The reactants are [CH3:1][O:2][C:3](=[O:5])[CH3:4].C([O-])(O)=O.[Na+].[CH3:11][N:12]1[C:16]([SH:17])=[N:15][N:14]=[N:13]1.C[O:19][C:20](C)([CH3:22])[CH3:21].CN1[CH2:29][CH2:28][CH2:27][C:26]1=[O:30]. The catalyst is [Br-].C([N+](CCCC)(CCCC)CCCC)CCC. The product is [CH3:1][O:2][C:3](=[O:5])[CH2:4][C@H:26]1[CH2:27][C@@H:28]([CH2:29][S:17][C:16]2[N:12]([CH3:11])[N:13]=[N:14][N:15]=2)[O:19][C:20]([CH3:22])([CH3:21])[O:30]1. The yield is 0.710.